Dataset: Full USPTO retrosynthesis dataset with 1.9M reactions from patents (1976-2016). Task: Predict the reactants needed to synthesize the given product. (1) Given the product [C:1]1([C:7]2[N:12]=[C:11]([N:13]3[CH2:14][CH2:15][CH:16]([O:19][C:26](=[O:36])[C:27]4[C:28](=[CH:32][CH:33]=[CH:34][CH:35]=4)[C:29]([OH:31])=[O:30])[CH2:17][CH2:18]3)[CH:10]=[C:9]([C:20]3[CH:25]=[CH:24][CH:23]=[CH:22][CH:21]=3)[N:8]=2)[CH:2]=[CH:3][CH:4]=[CH:5][CH:6]=1, predict the reactants needed to synthesize it. The reactants are: [C:1]1([C:7]2[N:12]=[C:11]([N:13]3[CH2:18][CH2:17][CH:16]([OH:19])[CH2:15][CH2:14]3)[CH:10]=[C:9]([C:20]3[CH:25]=[CH:24][CH:23]=[CH:22][CH:21]=3)[N:8]=2)[CH:6]=[CH:5][CH:4]=[CH:3][CH:2]=1.[C:26]1(=[O:36])[O:31][C:29](=[O:30])[C:28]2=[CH:32][CH:33]=[CH:34][CH:35]=[C:27]12. (2) Given the product [C:5]1(=[O:4])[NH:23][C:14](=[O:13])[CH:15]=[CH:6]1.[CH2:8]([CH:9]1[CH2:10][CH2:11][O:3]1)[CH3:7], predict the reactants needed to synthesize it. The reactants are: C([O:4][CH2:5][CH3:6])(=[O:3])C.[CH3:7][CH2:8][CH2:9][CH2:10][CH2:11]C.[O:13]1C[CH2:15][CH2:14]1.C1CCC([N:23]=C=NC2CCCCC2)CC1.C(OCC)(=O)C.